From a dataset of Forward reaction prediction with 1.9M reactions from USPTO patents (1976-2016). Predict the product of the given reaction. Given the reactants [CH3:1][N:2]([CH2:13][C:14]1[N:18]([CH2:19][C@H:20]2[CH2:25][CH2:24][CH2:23][NH:22][CH2:21]2)[C:17]2[CH:26]=[CH:27][CH:28]=[CH:29][C:16]=2[N:15]=1)[C@@H:3]1[C:12]2[N:11]=[CH:10][CH:9]=[CH:8][C:7]=2[CH2:6][CH2:5][CH2:4]1.[CH:30]1[CH:35]=[CH:34][C:33]([O:36][C:37](OC2C=CC=CC=2)=[N:38][C:39]#[N:40])=[CH:32][CH:31]=1, predict the reaction product. The product is: [C:39]([N:38]=[C:37]([N:22]1[CH2:23][CH2:24][CH2:25][C@H:20]([CH2:19][N:18]2[C:17]3[CH:26]=[CH:27][CH:28]=[CH:29][C:16]=3[N:15]=[C:14]2[CH2:13][N:2]([CH3:1])[C@@H:3]2[C:12]3[N:11]=[CH:10][CH:9]=[CH:8][C:7]=3[CH2:6][CH2:5][CH2:4]2)[CH2:21]1)[O:36][C:33]1[CH:34]=[CH:35][CH:30]=[CH:31][CH:32]=1)#[N:40].